Dataset: Forward reaction prediction with 1.9M reactions from USPTO patents (1976-2016). Task: Predict the product of the given reaction. Given the reactants [Cl:1][C:2]1[S:6][C:5]2[C:7]3([O:13][CH2:14][C:15]([F:17])([F:16])[C:4]=2[CH:3]=1)[CH2:12][CH2:11][NH:10][CH2:9][CH2:8]3.[F:18][C:19]1[C:20]([N:31]2[CH:35]=[C:34]([CH:36]=O)[C:33]([CH3:38])=[N:32]2)=[C:21]([N:25]([CH3:30])[C:26](=[O:29])[O:27][CH3:28])[CH:22]=[CH:23][CH:24]=1.N1C=CC=N1.C(O[BH-](OC(=O)C)OC(=O)C)(=O)C.[Na+], predict the reaction product. The product is: [Cl:1][C:2]1[S:6][C:5]2[C:7]3([O:13][CH2:14][C:15]([F:16])([F:17])[C:4]=2[CH:3]=1)[CH2:8][CH2:9][N:10]([CH2:36][C:34]1[C:33]([CH3:38])=[N:32][N:31]([C:20]2[C:19]([F:18])=[CH:24][CH:23]=[CH:22][C:21]=2[N:25]([CH3:30])[C:26](=[O:29])[O:27][CH3:28])[CH:35]=1)[CH2:11][CH2:12]3.